Dataset: Reaction yield outcomes from USPTO patents with 853,638 reactions. Task: Predict the reaction yield, written as a fraction of the theoretical maximum amount of product (1.0 means a 100% yield; for example, 0.34 means a 34% yield). The reactants are [H-].[Na+].[CH3:3][C:4]1[C:12]2[C:7](=[N:8][CH:9]=[N:10][C:11]=2[NH2:13])[NH:6][N:5]=1.[Cl:14][C:15]1[C:16]([CH3:37])=[C:17]([CH:26]2[CH2:29][N:28]([C:30]([O:32][C:33]([CH3:36])([CH3:35])[CH3:34])=[O:31])[CH2:27]2)[C:18]([O:24][CH3:25])=[C:19]([CH:21](Cl)[CH3:22])[CH:20]=1. The catalyst is CN(C)C=O.O. The product is [NH2:13][C:11]1[N:10]=[CH:9][N:8]=[C:7]2[N:6]([CH:21]([C:19]3[C:18]([O:24][CH3:25])=[C:17]([CH:26]4[CH2:27][N:28]([C:30]([O:32][C:33]([CH3:35])([CH3:34])[CH3:36])=[O:31])[CH2:29]4)[C:16]([CH3:37])=[C:15]([Cl:14])[CH:20]=3)[CH3:22])[N:5]=[C:4]([CH3:3])[C:12]=12. The yield is 0.590.